Dataset: Full USPTO retrosynthesis dataset with 1.9M reactions from patents (1976-2016). Task: Predict the reactants needed to synthesize the given product. Given the product [NH2:1][C:2]([C@@H:4]1[CH2:9][CH2:8][C@H:7]([NH:10][C:11]2[C:16]([C:17]([OH:19])=[O:18])=[CH:15][N:14]=[C:13]3[N:22]([CH2:25][CH3:26])[N:23]=[CH:24][C:12]=23)[CH2:6][CH2:5]1)=[O:3], predict the reactants needed to synthesize it. The reactants are: [NH2:1][C:2]([C@@H:4]1[CH2:9][CH2:8][C@H:7]([NH:10][C:11]2[C:16]([C:17]([O:19]CC)=[O:18])=[CH:15][N:14]=[C:13]3[N:22]([CH2:25][CH3:26])[N:23]=[CH:24][C:12]=23)[CH2:6][CH2:5]1)=[O:3].[OH-].[Na+].